Predict the reactants needed to synthesize the given product. From a dataset of Full USPTO retrosynthesis dataset with 1.9M reactions from patents (1976-2016). (1) Given the product [Br:1][C:2]1[CH:3]=[C:4]([CH:7]2[O:24][CH2:23][C:22]([CH3:27])([CH3:25])[CH2:21][O:8]2)[S:5][CH:6]=1, predict the reactants needed to synthesize it. The reactants are: [Br:1][C:2]1[CH:3]=[C:4]([CH:7]=[O:8])[S:5][CH:6]=1.S(O)(C1C=CC(C)=CC=1)(=O)=O.O.[CH3:21][C:22]([CH3:27])([CH2:25]O)[CH2:23][OH:24].C(=O)([O-])O.[Na+]. (2) Given the product [F:1][C:2]1[C:3]([CH2:14][N:15]([CH3:23])[C:16](=[O:22])[O:17][C:18]([CH3:19])([CH3:20])[CH3:21])=[CH:4][N:5]([S:47]([N:41]2[CH2:46][CH2:45][O:44][CH2:43][CH2:42]2)(=[O:49])=[O:48])[C:6]=1[C:7]1[C:8]([F:13])=[N:9][CH:10]=[CH:11][CH:12]=1, predict the reactants needed to synthesize it. The reactants are: [F:1][C:2]1[C:3]([CH2:14][N:15]([CH3:23])[C:16](=[O:22])[O:17][C:18]([CH3:21])([CH3:20])[CH3:19])=[CH:4][NH:5][C:6]=1[C:7]1[C:8]([F:13])=[N:9][CH:10]=[CH:11][CH:12]=1.[H-].[Na+].C1OCCOCCOCCOCCOC1.[N:41]1([S:47](Cl)(=[O:49])=[O:48])[CH2:46][CH2:45][O:44][CH2:43][CH2:42]1.